Dataset: Full USPTO retrosynthesis dataset with 1.9M reactions from patents (1976-2016). Task: Predict the reactants needed to synthesize the given product. (1) The reactants are: [F:1][C:2]1[CH:7]=[CH:6][C:5]([CH:8]([C:10]2[S:11][C:12]3[N:13]=[C:14]([NH2:23])[N:15]=[C:16](S(C)(=O)=O)[C:17]=3[N:18]=2)[CH3:9])=[CH:4][CH:3]=1.C(N(CC)CC)C.[Cl:31][C:32]1[CH:47]=[CH:46][C:35]([O:36][CH2:37][C:38]([N:40]2[CH2:45][CH2:44][NH:43][CH2:42][CH2:41]2)=[O:39])=[CH:34][CH:33]=1. Given the product [NH2:23][C:14]1[N:15]=[C:16]([N:43]2[CH2:44][CH2:45][N:40]([C:38](=[O:39])[CH2:37][O:36][C:35]3[CH:46]=[CH:47][C:32]([Cl:31])=[CH:33][CH:34]=3)[CH2:41][CH2:42]2)[C:17]2[N:18]=[C:10]([CH:8]([C:5]3[CH:6]=[CH:7][C:2]([F:1])=[CH:3][CH:4]=3)[CH3:9])[S:11][C:12]=2[N:13]=1, predict the reactants needed to synthesize it. (2) The reactants are: [H+].[B-](F)(F)(F)F.CCOCC.[CH3:12][O:13][C:14](=[O:24])[CH2:15][CH2:16][C:17]1[CH:22]=[CH:21][C:20]([OH:23])=[CH:19][CH:18]=1.[Br:25]N1C(=O)CCC1=O.OS([O-])(=O)=O.[Na+]. Given the product [CH3:12][O:13][C:14](=[O:24])[CH2:15][CH2:16][C:17]1[CH:22]=[CH:21][C:20]([OH:23])=[C:19]([Br:25])[CH:18]=1, predict the reactants needed to synthesize it.